Dataset: Reaction yield outcomes from USPTO patents with 853,638 reactions. Task: Predict the reaction yield, written as a fraction of the theoretical maximum amount of product (1.0 means a 100% yield; for example, 0.34 means a 34% yield). (1) The catalyst is O1CCCC1.C(OCC)(=O)C.ClCCl. The product is [CH3:24][C:9]1([CH3:25])[CH2:8][C:7]2[C:12](=[CH:13][CH:14]=[C:5]([C:3]([O:2][CH3:1])=[O:4])[CH:6]=2)[NH:11][CH:10]1[C:15]1[CH:23]=[CH:22][CH:21]=[C:17]([C:18](=[O:20])[NH:28][C:26]2[CH:34]=[N:35][CH:36]=[CH:37][N:33]=2)[CH:16]=1. The yield is 0.475. The reactants are [CH3:1][O:2][C:3]([C:5]1[CH:6]=[C:7]2[C:12](=[CH:13][CH:14]=1)[NH:11][CH:10]([C:15]1[CH:16]=[C:17]([CH:21]=[CH:22][CH:23]=1)[C:18]([OH:20])=O)[C:9]([CH3:25])([CH3:24])[CH2:8]2)=[O:4].[C:26]([N:33]1[CH:37]=[CH:36][N:35]=[CH:34]1)([N:28]1C=CN=C1)=O.N1C=CN=CC=1N.N12CCCN=C1CCCCC2. (2) The reactants are Cl.[CH2:2]1[C:7]2([CH2:12][CH2:11][NH:10][CH2:9][CH2:8]2)[CH2:6][CH2:5][N:4]([C:13]([O:15][C:16]([CH3:19])([CH3:18])[CH3:17])=[O:14])[CH2:3]1.[CH3:20][O:21][C:22]1[CH:36]=[CH:35][CH:34]=[CH:33][C:23]=1[O:24][C:25]1[CH:26]=[C:27]([CH:30]=[CH:31][CH:32]=1)[CH:28]=O.C(N(CC)CC)C.C(O[BH-](OC(=O)C)OC(=O)C)(=O)C.[Na+]. The catalyst is C(#N)C. The product is [CH3:20][O:21][C:22]1[CH:36]=[CH:35][CH:34]=[CH:33][C:23]=1[O:24][C:25]1[CH:26]=[C:27]([CH:30]=[CH:31][CH:32]=1)[CH2:28][N:10]1[CH2:11][CH2:12][C:7]2([CH2:2][CH2:3][N:4]([C:13]([O:15][C:16]([CH3:19])([CH3:18])[CH3:17])=[O:14])[CH2:5][CH2:6]2)[CH2:8][CH2:9]1. The yield is 0.640. (3) The reactants are CO.[ClH:3].[CH2:4]([N:6]([C:15]1[NH:19][N:18]=[CH:17][N:16]=1)[NH:7]C(OC(C)(C)C)=O)[CH3:5]. No catalyst specified. The product is [ClH:3].[CH2:4]([N:6]([C:15]1[NH:19][N:18]=[CH:17][N:16]=1)[NH2:7])[CH3:5]. The yield is 0.750. (4) The reactants are [O:1]1[C:5]2[CH:6]=[CH:7][C:8]([C:10]([OH:12])=[O:11])=[CH:9][C:4]=2[CH2:3][CH2:2]1.S(=O)(=O)(O)O.[C:18](=O)(O)[O-].[Na+]. The catalyst is CO. The product is [O:1]1[C:5]2[CH:6]=[CH:7][C:8]([C:10]([O:12][CH3:18])=[O:11])=[CH:9][C:4]=2[CH2:3][CH2:2]1. The yield is 0.980. (5) The reactants are [Br:1][C:2]1[N:7]=[CH:6][C:5]([OH:8])=[CH:4][CH:3]=1.Cl[C:10]([F:15])([F:14])C([O-])=O.[Na+].C(=O)([O-])[O-].[K+].[K+]. The catalyst is CN(C=O)C.CCOC(C)=O. The product is [Br:1][C:2]1[CH:3]=[CH:4][C:5]([O:8][CH:10]([F:15])[F:14])=[CH:6][N:7]=1. The yield is 0.550. (6) The reactants are Br[C:2]1[CH:10]([OH:11])[C:9](=[CH:12]N(C)C)[C:8]([OH:16])=[C:7](Br)[C:3]=1[C:4]([OH:6])=[O:5]. The catalyst is [OH-].[Na+].[Ni]. The product is [OH:11][C:10]1[CH:2]=[C:3]([CH:7]=[C:8]([OH:16])[C:9]=1[CH3:12])[C:4]([OH:6])=[O:5]. The yield is 0.700.